From a dataset of Full USPTO retrosynthesis dataset with 1.9M reactions from patents (1976-2016). Predict the reactants needed to synthesize the given product. (1) Given the product [CH3:1][NH:2][C:3]([C:5]1[CH:10]=[C:9]([O:11][C:12]2[CH:13]=[CH:14][C:15]([NH:18][C:19]([NH:21][C:22]3[CH:27]=[C:26]([C:28]([F:31])([F:29])[F:30])[N:25]=[CH:24][N:23]=3)=[O:20])=[CH:16][CH:17]=2)[CH:8]=[CH:7][N:6]=1)=[O:4], predict the reactants needed to synthesize it. The reactants are: [CH3:1][NH:2][C:3]([C:5]1[CH:10]=[C:9]([O:11][C:12]2[CH:17]=[CH:16][C:15]([NH:18][C:19]([NH:21][C:22]3[CH:27]=[C:26]([C:28]([F:31])([F:30])[F:29])[N:25]=[CH:24][N:23]=3)=[O:20])=[C:14](F)[CH:13]=2)[CH:8]=[CH:7][N:6]=1)=[O:4].CNC(C1C=C(OC2C=CC(N)=CC=2)C=CN=1)=O. (2) Given the product [F:29][C:30]1[CH:31]=[CH:32][C:33]([CH2:34][N:35]2[CH2:39][CH2:38][N:37]([C:40]3[S:41][C:42]([C:46]([OH:48])=[O:47])=[C:43]([CH3:45])[N:44]=3)[C:36]2=[O:51])=[CH:52][CH:53]=1, predict the reactants needed to synthesize it. The reactants are: CC1C=C(N2CCN(CC3C=CC(C(F)(F)F)=CC=3)C2=O)SC=1C(OCC)=O.[F:29][C:30]1[CH:53]=[CH:52][C:33]([CH2:34][N:35]2[CH2:39][CH2:38][N:37]([C:40]3[S:41][C:42]([C:46]([O:48]CC)=[O:47])=[C:43]([CH3:45])[N:44]=3)[C:36]2=[O:51])=[CH:32][CH:31]=1.